Task: Predict the product of the given reaction.. Dataset: Forward reaction prediction with 1.9M reactions from USPTO patents (1976-2016) (1) Given the reactants [CH2:1](N)[CH2:2][CH2:3][CH2:4][CH2:5][CH2:6][CH2:7][CH2:8][CH2:9][CH2:10][CH2:11][CH3:12].[C:14]([CH2:16][C:17]([O:19]CC)=O)#N.C(OCC)(=O)CC(C)=O.[NH:31]1CCN[CH2:33][CH2:32]1.[N+]([O-])(O)=O, predict the reaction product. The product is: [CH2:1]([C:16]1[C:17](=[O:19])[NH:31][CH:32]=[CH:33][CH:14]=1)[CH2:2][CH2:3][CH2:4][CH2:5][CH2:6][CH2:7][CH2:8][CH2:9][CH2:10][CH2:11][CH3:12]. (2) Given the reactants Br[CH2:2][C:3]1[NH:8][C:7]([C:9]2[S:10][CH:11]=[CH:12][N:13]=2)=[N:6][CH:5]([C:14]2[CH:19]=[CH:18][C:17]([F:20])=[CH:16][C:15]=2[Cl:21])[C:4]=1[C:22]([O:24][CH2:25][CH3:26])=[O:23].[NH:27]1[CH2:32][CH2:31][O:30][CH2:29][C@@H:28]1[CH2:33][OH:34], predict the reaction product. The product is: [Cl:21][C:15]1[CH:16]=[C:17]([F:20])[CH:18]=[CH:19][C:14]=1[CH:5]1[C:4]([C:22]([O:24][CH2:25][CH3:26])=[O:23])=[C:3]([CH2:2][N:27]2[CH2:32][CH2:31][O:30][CH2:29][C@@H:28]2[CH2:33][OH:34])[NH:8][C:7]([C:9]2[S:10][CH:11]=[CH:12][N:13]=2)=[N:6]1.